Dataset: Reaction yield outcomes from USPTO patents with 853,638 reactions. Task: Predict the reaction yield, written as a fraction of the theoretical maximum amount of product (1.0 means a 100% yield; for example, 0.34 means a 34% yield). (1) The reactants are [Cl:1][C:2]1[CH:7]=[CH:6][C:5]([C@@:8]2(OC)[C@H:13]([OH:14])[C@@H:12]([OH:15])[C@H:11]([OH:16])[C:10]([CH2:19][OH:20])([CH2:17][OH:18])[O:9]2)=[CH:4][C:3]=1[CH2:23][O:24][C:25]1[CH:30]=[CH:29][CH:28]=[CH:27][CH:26]=1.C(O)(C(F)(F)F)=O. The catalyst is C(Cl)Cl. The product is [Cl:1][C:2]1[CH:7]=[CH:6][C:5]([C@@:8]23[O:9][C@@:10]([CH2:19][OH:20])([CH2:17][O:18]2)[C@@H:11]([OH:16])[C@H:12]([OH:15])[C@H:13]3[OH:14])=[CH:4][C:3]=1[CH2:23][O:24][C:25]1[CH:26]=[CH:27][CH:28]=[CH:29][CH:30]=1. The yield is 1.00. (2) The reactants are [H-].C(O[Al](OC(C)(C)C)OC(C)(C)C)(C)(C)C.[Li+].[O:19]1[CH2:24][CH:23]=[CH:22][CH2:21][C:20]1([C:30](OCC)=[O:31])[C:25]([O:27][CH2:28][CH3:29])=[O:26].C1COCC1. The catalyst is CCOCC. The product is [OH:31][CH2:30][C:20]1([C:25]([O:27][CH2:28][CH3:29])=[O:26])[CH2:21][CH:22]=[CH:23][CH2:24][O:19]1. The yield is 0.480.